Dataset: Catalyst prediction with 721,799 reactions and 888 catalyst types from USPTO. Task: Predict which catalyst facilitates the given reaction. (1) Reactant: [CH3:1][C:2]([OH:7])([CH3:6])[CH2:3][CH2:4][OH:5].[C:8]1([CH3:18])[CH:13]=[CH:12][C:11]([S:14](Cl)(=[O:16])=[O:15])=[CH:10][CH:9]=1.C(OCC)(=O)C. The catalyst class is: 17. Product: [CH3:18][C:8]1[CH:13]=[CH:12][C:11]([S:14]([O:5][CH2:4][CH2:3][C:2]([OH:7])([CH3:6])[CH3:1])(=[O:16])=[O:15])=[CH:10][CH:9]=1. (2) Reactant: [CH2:1]([N:8]1[CH:13]([CH2:14][O:15][Si:16]([C:19]([CH3:22])([CH3:21])[CH3:20])([CH3:18])[CH3:17])[CH2:12][O:11][C:10]([CH2:24][CH2:25][OH:26])([CH3:23])[C:9]1=[O:27])[C:2]1[CH:7]=[CH:6][CH:5]=[CH:4][CH:3]=1.N1C=CN=C1.[Si:33](Cl)([C:46]([CH3:49])([CH3:48])[CH3:47])([C:40]1[CH:45]=[CH:44][CH:43]=[CH:42][CH:41]=1)[C:34]1[CH:39]=[CH:38][CH:37]=[CH:36][CH:35]=1. The catalyst class is: 468. Product: [CH2:1]([N:8]1[CH:13]([CH2:14][O:15][Si:16]([C:19]([CH3:20])([CH3:21])[CH3:22])([CH3:18])[CH3:17])[CH2:12][O:11][C:10]([CH2:24][CH2:25][O:26][Si:33]([C:46]([CH3:49])([CH3:48])[CH3:47])([C:40]2[CH:41]=[CH:42][CH:43]=[CH:44][CH:45]=2)[C:34]2[CH:39]=[CH:38][CH:37]=[CH:36][CH:35]=2)([CH3:23])[C:9]1=[O:27])[C:2]1[CH:3]=[CH:4][CH:5]=[CH:6][CH:7]=1. (3) Reactant: Br[C:2]1[S:6][C:5]([S:7]([NH2:10])(=[O:9])=[O:8])=[CH:4][CH:3]=1.[C:11]([N:13]1[C:21]2[CH:20]=[CH:19][C:18]([CH3:22])=[CH:17][C:16]=2[C:15]2[CH2:23][N:24]([CH3:27])[CH2:25][CH2:26][C:14]1=2)#[CH:12].CCCC[N+](CCCC)(CCCC)CCCC.[F-]. Product: [CH3:27][N:24]1[CH2:25][CH2:26][C:14]2[N:13]([C:11]#[C:12][C:2]3[S:6][C:5]([S:7]([NH2:10])(=[O:9])=[O:8])=[CH:4][CH:3]=3)[C:21]3[CH:20]=[CH:19][C:18]([CH3:22])=[CH:17][C:16]=3[C:15]=2[CH2:23]1. The catalyst class is: 6. (4) Reactant: S(Cl)(Cl)=O.[Br:5][C:6]1[CH:7]=[N:8][CH:9]=[C:10]2[C:15]=1[N:14]=[C:13]([C:16]([OH:18])=O)[CH:12]=[CH:11]2.[CH3:19][O:20][C:21]1[CH:28]=[CH:27][C:24]([CH2:25][NH2:26])=[CH:23][CH:22]=1.C(N(CC)CC)C.C([O-])(O)=O.[Na+]. Product: [Br:5][C:6]1[CH:7]=[N:8][CH:9]=[C:10]2[C:15]=1[N:14]=[C:13]([C:16]([NH:26][CH2:25][C:24]1[CH:27]=[CH:28][C:21]([O:20][CH3:19])=[CH:22][CH:23]=1)=[O:18])[CH:12]=[CH:11]2. The catalyst class is: 3. (5) Reactant: C=O.Cl.[Br:4][C:5]1[CH:10]=[CH:9][C:8]([NH:11][C@H:12]2[CH2:17][CH2:16][NH:15][CH2:14][C@@H:13]2[OH:18])=[C:7]([N+:19]([O-:21])=[O:20])[CH:6]=1.[C:22](O)(=O)C.C([BH3-])#N.[Na+]. Product: [Br:4][C:5]1[CH:10]=[CH:9][C:8]([NH:11][C@H:12]2[CH2:17][CH2:16][N:15]([CH3:22])[CH2:14][C@@H:13]2[OH:18])=[C:7]([N+:19]([O-:21])=[O:20])[CH:6]=1. The catalyst class is: 6. (6) The catalyst class is: 6. Reactant: [CH2:1]([O:8][C:9]1[CH:14]=[CH:13][C:12]([CH2:15][CH2:16][NH:17][C:18](=[O:30])[CH2:19][C:20]2[CH:29]=[CH:28][C:27]3[CH2:26][CH2:25][CH2:24][CH2:23][C:22]=3[CH:21]=2)=[CH:11][C:10]=1[O:31][CH3:32])[C:2]1[CH:7]=[CH:6][CH:5]=[CH:4][CH:3]=1.[C:33]([O:37]C(N(C)C)N(C)C)(C)(C)C.CN(C)C=O. Product: [CH2:1]([O:8][C:9]1[CH:14]=[CH:13][C:12]([CH2:15][CH2:16][NH:17][C:18](=[O:30])[C:19]([C:20]2[CH:29]=[CH:28][C:27]3[CH2:26][CH2:25][CH2:24][CH2:23][C:22]=3[CH:21]=2)=[CH:33][OH:37])=[CH:11][C:10]=1[O:31][CH3:32])[C:2]1[CH:3]=[CH:4][CH:5]=[CH:6][CH:7]=1. (7) Reactant: [OH:1][C:2]([CH3:11])([CH3:10])[C:3]([O:5][C:6]([CH3:9])([CH3:8])[CH3:7])=[O:4].[H-].[Na+].Br[CH2:15][CH2:16][CH2:17][O:18][CH:19]1[CH2:24][CH2:23][CH2:22][CH2:21][O:20]1.Cl. Product: [CH3:10][C:2]([O:1][CH2:15][CH2:16][CH2:17][O:18][CH:19]1[CH2:24][CH2:23][CH2:22][CH2:21][O:20]1)([CH3:11])[C:3]([O:5][C:6]([CH3:9])([CH3:8])[CH3:7])=[O:4]. The catalyst class is: 35. (8) The catalyst class is: 693. Reactant: [Cl:1][C:2]1[C:6]([N+:7]([O-])=O)=[CH:5][N:4]([C:10]2[CH:11]=[N:12][CH:13]=[CH:14][CH:15]=2)[N:3]=1.C(O)(=O)C.C(O)C. Product: [Cl:1][C:2]1[C:6]([NH2:7])=[CH:5][N:4]([C:10]2[CH:11]=[N:12][CH:13]=[CH:14][CH:15]=2)[N:3]=1. (9) Reactant: [NH2:1][C:2]1[CH:23]=[CH:22][C:5]([O:6][C:7]2[CH:8]=[CH:9][C:10]3[N:11]([CH:13]=[C:14]([NH:16][C:17]([CH:19]4[CH2:21][CH2:20]4)=[O:18])[N:15]=3)[CH:12]=2)=[CH:4][CH:3]=1.[F:24][C:25]1[CH:30]=[CH:29][C:28]([NH:31][C:32]([C:34]2([C:37](O)=[O:38])[CH2:36][CH2:35]2)=[O:33])=[CH:27][CH:26]=1.CN(C(ON1N=NC2C=CC=NC1=2)=[N+](C)C)C.F[P-](F)(F)(F)(F)F.C(N(CC)C(C)C)(C)C. Product: [CH:19]1([C:17]([NH:16][C:14]2[N:15]=[C:10]3[CH:9]=[CH:8][C:7]([O:6][C:5]4[CH:22]=[CH:23][C:2]([NH:1][C:37]([C:34]5([C:32]([NH:31][C:28]6[CH:29]=[CH:30][C:25]([F:24])=[CH:26][CH:27]=6)=[O:33])[CH2:36][CH2:35]5)=[O:38])=[CH:3][CH:4]=4)=[CH:12][N:11]3[CH:13]=2)=[O:18])[CH2:20][CH2:21]1. The catalyst class is: 80. (10) Reactant: [O:1]1[C:5]2[CH:6]=[CH:7][C:8]([C:10]3([C:13](Cl)=[O:14])[CH2:12][CH2:11]3)=[CH:9][C:4]=2[O:3][CH2:2]1.[S:16]([C:26]1[C:31]([NH2:32])=[CH:30][CH:29]=[CH:28][N:27]=1)([C:19]1[CH:25]=[CH:24][C:22]([CH3:23])=[CH:21][CH:20]=1)(=[O:18])=[O:17]. Product: [O:1]1[C:5]2[CH:6]=[CH:7][C:8]([C:10]3([C:13]([NH:32][C:31]4[C:26]([S:16]([C:19]5[CH:20]=[CH:21][C:22]([CH3:23])=[CH:24][CH:25]=5)(=[O:18])=[O:17])=[N:27][CH:28]=[CH:29][CH:30]=4)=[O:14])[CH2:12][CH2:11]3)=[CH:9][C:4]=2[O:3][CH2:2]1. The catalyst class is: 17.